From a dataset of TCR-epitope binding with 47,182 pairs between 192 epitopes and 23,139 TCRs. Binary Classification. Given a T-cell receptor sequence (or CDR3 region) and an epitope sequence, predict whether binding occurs between them. (1) The epitope is PROT_97E67BCC. The TCR CDR3 sequence is CASSEGAGGFGQPQHF. Result: 1 (the TCR binds to the epitope). (2) The epitope is LPPAYTNSF. The TCR CDR3 sequence is CASSLVEAERTDTQYF. Result: 1 (the TCR binds to the epitope). (3) The epitope is ARMILMTHF. The TCR CDR3 sequence is CASCDNTGYEQYF. Result: 1 (the TCR binds to the epitope). (4) The epitope is VTEHDTLLY. The TCR CDR3 sequence is CASSLTDTQYF. Result: 1 (the TCR binds to the epitope). (5) The epitope is KLVALGINAV. The TCR CDR3 sequence is CASSQEDWARATEAFF. Result: 0 (the TCR does not bind to the epitope). (6) The epitope is KLPDDFTGCV. The TCR CDR3 sequence is CASSQVGSLAQKYEQYF. Result: 1 (the TCR binds to the epitope). (7) The TCR CDR3 sequence is CASSLKGGRHEQYF. Result: 0 (the TCR does not bind to the epitope). The epitope is LSDDAVVCFNSTY. (8) The epitope is ATDALMTGY. The TCR CDR3 sequence is CAISEYTDRGHEQYF. Result: 0 (the TCR does not bind to the epitope). (9) The epitope is AMFWSVPTV. The TCR CDR3 sequence is CASSPGLLAGGSSWETQYF. Result: 1 (the TCR binds to the epitope).